This data is from Full USPTO retrosynthesis dataset with 1.9M reactions from patents (1976-2016). The task is: Predict the reactants needed to synthesize the given product. (1) Given the product [OH:5][C:6]1[CH:13]=[CH:12][C:9]([CH:10]=[CH2:11])=[CH:8][CH:7]=1.[CH:14]([O:16][CH2:17][CH3:18])=[CH2:15], predict the reactants needed to synthesize it. The reactants are: C([O:5][C:6]1[CH:13]=[CH:12][C:9]([CH:10]=[CH2:11])=[CH:8][CH:7]=1)(C)(C)C.[CH:14]([O:16][CH2:17][CH3:18])=[CH2:15].N(C(C)(C)C#N)=NC(C)(C)C#N.S(=O)(=O)(O)O.OC1C=CC(C=C)=CC=1. (2) Given the product [C:1]([O:5][C:6]([NH:8][C:9]1[CH:10]=[C:11]2[C:16](=[CH:17][CH:18]=1)[N:15]=[C:14]([CH:19]=[O:20])[CH:13]=[CH:12]2)=[O:7])([CH3:4])([CH3:3])[CH3:2], predict the reactants needed to synthesize it. The reactants are: [C:1]([O:5][C:6]([NH:8][C:9]1[CH:10]=[C:11]2[C:16](=[CH:17][CH:18]=1)[N:15]=[C:14]([CH3:19])[CH:13]=[CH:12]2)=[O:7])([CH3:4])([CH3:3])[CH3:2].[O:20]1CCOCC1.